This data is from CYP2C19 inhibition data for predicting drug metabolism from PubChem BioAssay. The task is: Regression/Classification. Given a drug SMILES string, predict its absorption, distribution, metabolism, or excretion properties. Task type varies by dataset: regression for continuous measurements (e.g., permeability, clearance, half-life) or binary classification for categorical outcomes (e.g., BBB penetration, CYP inhibition). Dataset: cyp2c19_veith. (1) The compound is O=C(c1cccc(F)c1)N1CCC2(CCCN(c3ccccn3)C2)CC1. The result is 1 (inhibitor). (2) The molecule is CC(=O)Nc1cc(S(=O)(=O)Nc2ccccc2)c(C)cc1C. The result is 1 (inhibitor). (3) The compound is Cc1nc2cnc(OCc3ccccc3)nc2n(CCC#N)c1=O. The result is 0 (non-inhibitor). (4) The compound is Cc1nc2cnc(Oc3ccccc3)nc2n(C2CC2)c1=O. The result is 0 (non-inhibitor). (5) The molecule is O=c1nc2ccccc2c2n1CC(CN1CCN(c3cccc(Cl)c3)CC1)N2. The result is 0 (non-inhibitor). (6) The drug is CNCC[C@@H](Oc1ccccc1C)c1ccccc1. The result is 0 (non-inhibitor). (7) The molecule is C/C(=N\NC(N)=S)c1ccc[nH]1. The result is 0 (non-inhibitor).